From a dataset of Reaction yield outcomes from USPTO patents with 853,638 reactions. Predict the reaction yield, written as a fraction of the theoretical maximum amount of product (1.0 means a 100% yield; for example, 0.34 means a 34% yield). The reactants are [N:1]1([C:6]([C:8]2[CH:13]=[CH:12][C:11]([C:14]3[O:15][C:16]([C:19]4[C:20]([C:25]5[CH:30]=[CH:29][CH:28]=[CH:27][CH:26]=5)=[N:21][O:22][C:23]=4[CH3:24])=[N:17][N:18]=3)=[CH:10][CH:9]=2)=[O:7])[CH:5]=[CH:4]N=C1.[CH:31]1(N)CC1. The catalyst is O1CCCC1. The product is [CH:5]1([NH:1][C:6](=[O:7])[C:8]2[CH:13]=[CH:12][C:11]([C:14]3[O:15][C:16]([C:19]4[C:20]([C:25]5[CH:26]=[CH:27][CH:28]=[CH:29][CH:30]=5)=[N:21][O:22][C:23]=4[CH3:24])=[N:17][N:18]=3)=[CH:10][CH:9]=2)[CH2:4][CH2:31]1. The yield is 0.770.